From a dataset of NCI-60 drug combinations with 297,098 pairs across 59 cell lines. Regression. Given two drug SMILES strings and cell line genomic features, predict the synergy score measuring deviation from expected non-interaction effect. (1) Drug 1: COC1=CC(=CC(=C1O)OC)C2C3C(COC3=O)C(C4=CC5=C(C=C24)OCO5)OC6C(C(C7C(O6)COC(O7)C8=CC=CS8)O)O. Drug 2: C1=CN(C(=O)N=C1N)C2C(C(C(O2)CO)O)O.Cl. Cell line: HOP-62. Synergy scores: CSS=60.2, Synergy_ZIP=1.62, Synergy_Bliss=0.815, Synergy_Loewe=-4.42, Synergy_HSA=4.75. (2) Drug 1: C(=O)(N)NO. Drug 2: CC(C)(C#N)C1=CC(=CC(=C1)CN2C=NC=N2)C(C)(C)C#N. Cell line: MDA-MB-231. Synergy scores: CSS=0.671, Synergy_ZIP=-1.45, Synergy_Bliss=-1.60, Synergy_Loewe=-1.21, Synergy_HSA=-1.60.